From a dataset of Cav3 T-type calcium channel HTS with 100,875 compounds. Binary Classification. Given a drug SMILES string, predict its activity (active/inactive) in a high-throughput screening assay against a specified biological target. (1) The drug is S=c1n(c(n[nH]1)c1cc(OC)cc(OC)c1)c1c(OC)ccc(OC)c1. The result is 0 (inactive). (2) The result is 0 (inactive). The molecule is S(=O)(=O)(NCCc1ccccc1)c1c(OC)ccc(c1)C. (3) The drug is s1c2c(c(c1NC(=O)C)C(OCC)=O)cccc2OC. The result is 0 (inactive). (4) The compound is O=C(NC1CCN(CC1)CCC)CC#N. The result is 0 (inactive). (5) The drug is s1c(NC(=O)CN2CCN(CC2)Cc2cc3OCOc3cc2)c(cc1)C(OC)=O. The result is 0 (inactive). (6) The drug is S(c1nc2c(cc1Cc1ccccc1)cccc2)CC(=O)Nc1c(OC)cccc1. The result is 0 (inactive). (7) The result is 0 (inactive). The drug is S(c1ncccc1C(OCC(=O)c1oc2c(c1)cccc2)=O)C. (8) The compound is S(CC(=O)Nc1c(OCC)cccc1)c1oc(nn1)c1occc1. The result is 0 (inactive). (9) The drug is Brc1oc(C(=O)NCc2cc3c([nH]c(c3)C)cc2)cc1. The result is 1 (active). (10) The drug is S=C(NN(CC)CC)Nc1ccccc1. The result is 0 (inactive).